The task is: Predict the reaction yield, written as a fraction of the theoretical maximum amount of product (1.0 means a 100% yield; for example, 0.34 means a 34% yield).. This data is from Reaction yield outcomes from USPTO patents with 853,638 reactions. (1) The reactants are [S:1]1[CH:5]=[CH:4][N:3]=[C:2]1[C:6]1([C:16]#[N:17])[CH2:15][CH2:14][C:9]2([O:13][CH2:12][CH2:11][O:10]2)[CH2:8][CH2:7]1.[Br:18]N1C(=O)CCC1=O. The catalyst is CN(C=O)C. The product is [Br:18][C:5]1[S:1][C:2]([C:6]2([C:16]#[N:17])[CH2:7][CH2:8][C:9]3([O:13][CH2:12][CH2:11][O:10]3)[CH2:14][CH2:15]2)=[N:3][CH:4]=1. The yield is 0.580. (2) The reactants are [CH3:1][O:2][C:3]1[CH:10]=[CH:9][C:6]([CH:7]=O)=[CH:5][CH:4]=1.[N:11]1[CH:16]=[CH:15][C:14]([NH2:17])=[N:13][CH:12]=1.[BH-](OC(C)=O)(OC(C)=O)OC(C)=O.[Na+]. The catalyst is ClCCl. The product is [CH3:1][O:2][C:3]1[CH:10]=[CH:9][C:6]([CH2:7][NH:17][C:14]2[CH:15]=[CH:16][N:11]=[CH:12][N:13]=2)=[CH:5][CH:4]=1. The yield is 0.290.